Dataset: Reaction yield outcomes from USPTO patents with 853,638 reactions. Task: Predict the reaction yield, written as a fraction of the theoretical maximum amount of product (1.0 means a 100% yield; for example, 0.34 means a 34% yield). (1) The reactants are Cl.[CH3:2][O:3][N:4]([CH3:13])[C:5]([CH:7]1[CH2:12][CH2:11][NH:10][CH2:9][CH2:8]1)=[O:6].[OH-].[Na+].C(=O)([O-])[O-].[K+].[K+].FC(F)(F)S(O[CH2:28][C:29]([F:32])([F:31])[F:30])(=O)=O.[Cl-].[Na+]. The catalyst is O.CN(C)C=O. The product is [CH3:2][O:3][N:4]([CH3:13])[C:5]([CH:7]1[CH2:8][CH2:9][N:10]([CH2:28][C:29]([F:32])([F:31])[F:30])[CH2:11][CH2:12]1)=[O:6]. The yield is 0.260. (2) The reactants are [OH:1][C:2]1[CH:7]=[CH:6][C:5]([C:8]([C:11]2[CH:16]=[CH:15][C:14]([OH:17])=[CH:13][CH:12]=2)([CH3:10])[CH3:9])=[CH:4][CH:3]=1.C([O-])([O-])=O.[K+].[K+].[CH2:24]1[O:26][C@@H:25]1[CH2:27][OH:28].[Cl-].[NH4+]. The catalyst is CN(C)C=O. The product is [OH:1][C:2]1[CH:3]=[CH:4][C:5]([C:8]([C:11]2[CH:12]=[CH:13][C:14]([O:17][CH2:24][C@H:25]([OH:26])[CH2:27][OH:28])=[CH:15][CH:16]=2)([CH3:10])[CH3:9])=[CH:6][CH:7]=1. The yield is 0.280. (3) The reactants are [O:1]([CH2:8][CH2:9][O:10][C:11]1[C:12]([C:27]([O:29][CH3:30])=[O:28])=[N:13][C:14]([C:17]2[CH:26]=[C:25]3[C:20]([CH2:21][CH2:22][CH2:23][NH:24]3)=[CH:19][CH:18]=2)=[CH:15][CH:16]=1)[C:2]1[CH:7]=[CH:6][CH:5]=[CH:4][CH:3]=1.[S:31]1[C:35]2[CH:36]=[CH:37][CH:38]=[CH:39][C:34]=2[N:33]=[C:32]1[NH:40][C:41](=O)[O:42]C1C=CC([N+]([O-])=O)=CC=1. The catalyst is C(#N)C. The product is [S:31]1[C:35]2[CH:36]=[CH:37][CH:38]=[CH:39][C:34]=2[N:33]=[C:32]1[NH:40][C:41]([N:24]1[C:25]2[C:20](=[CH:19][CH:18]=[C:17]([C:14]3[N:13]=[C:12]([C:27]([O:29][CH3:30])=[O:28])[C:11]([O:10][CH2:9][CH2:8][O:1][C:2]4[CH:7]=[CH:6][CH:5]=[CH:4][CH:3]=4)=[CH:16][CH:15]=3)[CH:26]=2)[CH2:21][CH2:22][CH2:23]1)=[O:42]. The yield is 0.970. (4) The reactants are [N+:1]([C:4]1[CH:5]=[CH:6][C:7]([CH3:11])=[C:8]([OH:10])[CH:9]=1)([O-])=O.C(=O)([O-])[O-].[K+].[K+].[CH2:18](Br)[C:19]1[CH:24]=[CH:23][CH:22]=[CH:21][CH:20]=1. The catalyst is CN(C=O)C. The product is [CH2:18]([O:10][C:8]1[CH:9]=[C:4]([CH:5]=[CH:6][C:7]=1[CH3:11])[NH2:1])[C:19]1[CH:24]=[CH:23][CH:22]=[CH:21][CH:20]=1. The yield is 0.990. (5) The reactants are Cl.[NH2:2][OH:3].C[O-].[Na+].CO.C[O:10][C:11](=O)[CH:12]([C:16](=[O:39])[NH:17][C:18]1[CH:23]=[CH:22][C:21]([C:24]#[C:25][C:26]2[CH:31]=[CH:30][C:29]([CH2:32][N:33]3[CH2:38][CH2:37][O:36][CH2:35][CH2:34]3)=[CH:28][CH:27]=2)=[CH:20][CH:19]=1)[CH:13]([CH3:15])[CH3:14].Cl. The catalyst is CO.C1COCC1.CO. The product is [OH:3][NH:2][C:11](=[O:10])[CH:12]([CH:13]([CH3:15])[CH3:14])[C:16]([NH:17][C:18]1[CH:19]=[CH:20][C:21]([C:24]#[C:25][C:26]2[CH:31]=[CH:30][C:29]([CH2:32][N:33]3[CH2:38][CH2:37][O:36][CH2:35][CH2:34]3)=[CH:28][CH:27]=2)=[CH:22][CH:23]=1)=[O:39]. The yield is 0.0940. (6) The reactants are [O:1]([C:8]1[CH:23]=[CH:22][C:11]([O:12][C:13]2[C:14]3[NH:21][CH:20]=[CH:19][C:15]=3[N:16]=[CH:17][N:18]=2)=[CH:10][CH:9]=1)[C:2]1[CH:7]=[CH:6][CH:5]=[CH:4][CH:3]=1.O[CH:25]1[CH2:28][N:27]([C:29]([O:31][C:32]([CH3:35])([CH3:34])[CH3:33])=[O:30])[CH2:26]1.C1(P(C2C=CC=CC=2)C2C=CC=CC=2)C=CC=CC=1.N(C(OC(C)C)=O)=NC(OC(C)C)=O. The catalyst is C1COCC1. The product is [O:1]([C:8]1[CH:23]=[CH:22][C:11]([O:12][C:13]2[C:14]3[N:21]([CH:25]4[CH2:26][N:27]([C:29]([O:31][C:32]([CH3:35])([CH3:34])[CH3:33])=[O:30])[CH2:28]4)[CH:20]=[CH:19][C:15]=3[N:16]=[CH:17][N:18]=2)=[CH:10][CH:9]=1)[C:2]1[CH:7]=[CH:6][CH:5]=[CH:4][CH:3]=1. The yield is 0.500. (7) The reactants are [C:1]12([C:9]3[C:18]4[NH:17][CH2:16][CH2:15][CH2:14][C:13]=4[NH:12][C:11](=O)[CH:10]=3)[CH2:8][CH2:7][C:4]([CH:5]=[CH:6]1)=[CH:3][CH2:2]2.CN(C=O)C.S(Cl)([Cl:27])=O. No catalyst specified. The product is [Cl:27][C:11]1[N:12]=[C:13]2[C:18](=[C:9]([C:1]34[CH2:8][CH2:7][C:4]([CH:5]=[CH:6]3)=[CH:3][CH2:2]4)[CH:10]=1)[NH:17][CH2:16][CH2:15][CH2:14]2. The yield is 0.660. (8) The reactants are [O:1]=[C:2]1[CH2:7][CH2:6][CH2:5][CH2:4][N:3]1[C:8]([O:10][C:11]([CH3:14])([CH3:13])[CH3:12])=[O:9].[F:15][C:16]1[CH:17]=[C:18]([Mg]Br)[CH:19]=[C:20]([F:23])[C:21]=1[F:22].Cl. The catalyst is O1CCCC1. The product is [O:1]=[C:2]([C:18]1[CH:17]=[C:16]([F:15])[C:21]([F:22])=[C:20]([F:23])[CH:19]=1)[CH2:7][CH2:6][CH2:5][CH2:4][NH:3][C:8](=[O:9])[O:10][C:11]([CH3:14])([CH3:13])[CH3:12]. The yield is 0.360. (9) The reactants are O.[CH2:2]([N:9]([CH2:26][C:27]1[CH:32]=[CH:31][CH:30]=[CH:29][CH:28]=1)[C:10]1[CH:15]=[CH:14][C:13]([CH:16]2[CH2:25][CH2:24][C:19]3(OCC[O:20]3)[CH2:18][CH2:17]2)=[CH:12][CH:11]=1)[C:3]1[CH:8]=[CH:7][CH:6]=[CH:5][CH:4]=1. The catalyst is C(O)(C(F)(F)F)=O. The product is [CH2:26]([N:9]([CH2:2][C:3]1[CH:8]=[CH:7][CH:6]=[CH:5][CH:4]=1)[C:10]1[CH:15]=[CH:14][C:13]([CH:16]2[CH2:17][CH2:18][C:19](=[O:20])[CH2:24][CH2:25]2)=[CH:12][CH:11]=1)[C:27]1[CH:28]=[CH:29][CH:30]=[CH:31][CH:32]=1. The yield is 0.650.